Task: Predict which catalyst facilitates the given reaction.. Dataset: Catalyst prediction with 721,799 reactions and 888 catalyst types from USPTO (1) Reactant: [CH:1]1[C:14]2[S:13][C:12]3[C:7](=[CH:8][CH:9]=[CH:10][CH:11]=3)[O:6][C:5]=2[CH:4]=[CH:3][CH:2]=1.[OH:15]O.O. Product: [CH:1]1[C:14]2[S:13](=[O:15])[C:12]3[C:7](=[CH:8][CH:9]=[CH:10][CH:11]=3)[O:6][C:5]=2[CH:4]=[CH:3][CH:2]=1. The catalyst class is: 15. (2) Reactant: Br[C:2]1[CH:11]=[CH:10][CH:9]=[C:8]2[C:3]=1[CH:4]=[CH:5][C:6]([NH:12][CH2:13][C:14]1[O:15][C:16]([CH3:19])=[CH:17][CH:18]=1)=[N:7]2.C(N(CC)CC)C.[CH3:27][O:28][C:29](=[O:33])[CH2:30][CH:31]=[CH2:32].C1(C)C=CC=CC=1P(C1C=CC=CC=1C)C1C=CC=CC=1C. Product: [CH3:27][O:28][C:29](=[O:33])[CH2:30]/[CH:31]=[CH:32]/[C:2]1[CH:11]=[CH:10][CH:9]=[C:8]2[C:3]=1[CH:4]=[CH:5][C:6]([NH:12][CH2:13][C:14]1[O:15][C:16]([CH3:19])=[CH:17][CH:18]=1)=[N:7]2. The catalyst class is: 613. (3) Reactant: [CH3:1][C:2]1([CH3:32])[CH2:11][CH2:10][C:9]([CH3:13])([CH3:12])[C:8]2[CH:7]=[C:6]3[C:14]([C:23]4[CH:31]=[CH:30][C:26]([C:27]([OH:29])=[O:28])=[CH:25][CH:24]=4)=[N:15][C:16]4[CH:22]=[CH:21][CH:20]=[CH:19][C:17]=4[NH:18][C:5]3=[CH:4][C:3]1=2.N1C=CC=CC=1.[C:39](Cl)(=[O:41])[CH3:40].Cl. Product: [C:39]([N:18]1[C:5]2[C:6](=[CH:7][C:8]3[C:9]([CH3:12])([CH3:13])[CH2:10][CH2:11][C:2]([CH3:32])([CH3:1])[C:3]=3[CH:4]=2)[C:14]([C:23]2[CH:24]=[CH:25][C:26]([C:27]([OH:29])=[O:28])=[CH:30][CH:31]=2)=[N:15][C:16]2[CH:22]=[CH:21][CH:20]=[CH:19][C:17]1=2)(=[O:41])[CH3:40]. The catalyst class is: 2. (4) Reactant: [C:1]([O:5][C:6]([C@@H:8]([C:14]1[CH:19]=[C:18]([N+]([O-])=O)[CH:17]=[CH:16][C:15]=1[S:23][CH:24]([CH3:26])[CH3:25])[CH2:9][C:10]([O:12][CH3:13])=[O:11])=[O:7])([CH3:4])([CH3:3])[CH3:2].[H][H].Cl[C:30]([O:32][CH3:33])=[O:31]. Product: [C:1]([O:5][C:6]([C@@H:8]([C:14]1[CH:19]=[C:18]([C:30]([O:32][CH3:33])=[O:31])[CH:17]=[CH:16][C:15]=1[S:23][CH:24]([CH3:26])[CH3:25])[CH2:9][C:10]([O:12][CH3:13])=[O:11])=[O:7])([CH3:4])([CH3:3])[CH3:2]. The catalyst class is: 515. (5) Reactant: F[C:2]1[C:7](=[O:8])[N:6]([CH3:9])[C:5]([C:10]#[N:11])=[CH:4][CH:3]=1.Cl.[NH2:13][C@H:14]([C:16]1[C:17](=[O:32])[NH:18][C:19]2[C:24]([CH:25]=1)=[CH:23][C:22]([Cl:26])=[C:21]([O:27][CH2:28][CH:29]1[CH2:31][CH2:30]1)[CH:20]=2)[CH3:15].CS(C)=O.CCN(C(C)C)C(C)C. Product: [Cl:26][C:22]1[CH:23]=[C:24]2[C:19](=[CH:20][C:21]=1[O:27][CH2:28][CH:29]1[CH2:30][CH2:31]1)[NH:18][C:17](=[O:32])[C:16]([C@@H:14]([NH:13][C:2]1[C:7](=[O:8])[N:6]([CH3:9])[C:5]([C:10]#[N:11])=[CH:4][CH:3]=1)[CH3:15])=[CH:25]2. The catalyst class is: 144. (6) Reactant: [F:1][C:2]1[CH:7]=[CH:6][C:5]([N:8]2[C:16]([C:17]([NH:19][CH3:20])=[O:18])=[C:15]3[C:10]([CH:11]=[C:12]([N:30]([CH3:35])[S:31]([CH3:34])(=[O:33])=[O:32])[C:13](B4OC(C)(C)C(C)(C)O4)=[CH:14]3)=[N:9]2)=[CH:4][CH:3]=1.Cl[C:37]1[CH:46]=[CH:45][C:44]2[CH2:43][CH2:42][N:41]3[C:47]4[CH:48]=[CH:49][CH:50]=[C:51]([F:54])[C:52]=4[CH:53]=[C:40]3[C:39]=2[N:38]=1.CC(C1C=C(C(C)C)C(C2C=CC=CC=2P(C2CCCCC2)C2CCCCC2)=C(C(C)C)C=1)C. Product: [F:54][C:51]1[C:52]2[CH:53]=[C:40]3[C:39]4[N:38]=[C:37]([C:13]5[C:12]([N:30]([CH3:35])[S:31]([CH3:34])(=[O:33])=[O:32])=[CH:11][C:10]6[C:15](=[C:16]([C:17]([NH:19][CH3:20])=[O:18])[N:8]([C:5]7[CH:4]=[CH:3][C:2]([F:1])=[CH:7][CH:6]=7)[N:9]=6)[CH:14]=5)[CH:46]=[CH:45][C:44]=4[CH2:43][CH2:42][N:41]3[C:47]=2[CH:48]=[CH:49][CH:50]=1. The catalyst class is: 62. (7) Reactant: [CH2:1]([S:8][C:9]1[CH:10]=[CH:11][C:12]([NH:22][C:23]2[CH:28]=[CH:27][C:26]([Br:29])=[CH:25][C:24]=2[O:30][CH3:31])=[C:13](/[CH:15]=[CH:16]/[C:17]([O:19]CC)=O)[CH:14]=1)[C:2]1[CH:7]=[CH:6][CH:5]=[CH:4][CH:3]=1.C[O-].[Na+]. Product: [CH2:1]([S:8][C:9]1[CH:14]=[C:13]2[C:12](=[CH:11][CH:10]=1)[N:22]([C:23]1[CH:28]=[CH:27][C:26]([Br:29])=[CH:25][C:24]=1[O:30][CH3:31])[C:17](=[O:19])[CH:16]=[CH:15]2)[C:2]1[CH:3]=[CH:4][CH:5]=[CH:6][CH:7]=1. The catalyst class is: 5. (8) Reactant: [CH2:1]([O:8][CH2:9][CH2:10][CH2:11][O:12][C:13]1[CH:18]=[C:17]([Cl:19])[CH:16]=[C:15]([CH:20]=[O:21])[C:14]=1OS(C(F)(F)F)(=O)=O)[C:2]1[CH:7]=[CH:6][CH:5]=[CH:4][CH:3]=1.[B:30]1([B:30]2[O:34][C:33]([CH3:36])([CH3:35])[C:32]([CH3:38])([CH3:37])[O:31]2)[O:34][C:33]([CH3:36])([CH3:35])[C:32]([CH3:38])([CH3:37])[O:31]1.CC([O-])=O.[K+]. Product: [CH2:1]([O:8][CH2:9][CH2:10][CH2:11][O:12][C:13]1[C:14]([B:30]2[O:34][C:33]([CH3:36])([CH3:35])[C:32]([CH3:38])([CH3:37])[O:31]2)=[C:15]([CH:16]=[C:17]([Cl:19])[CH:18]=1)[CH:20]=[O:21])[C:2]1[CH:7]=[CH:6][CH:5]=[CH:4][CH:3]=1. The catalyst class is: 800. (9) Reactant: [F:1][C:2]([F:32])([F:31])[C:3]1[CH:4]=[C:5]([NH:13][NH:14][C:15](=[O:30])[CH:16]([C:23]2[CH:28]=[CH:27][CH:26]=[CH:25][C:24]=2[Cl:29])[N:17]2[CH2:22][CH2:21][NH:20][CH2:19][CH2:18]2)[CH:6]=[C:7]([C:9]([F:12])([F:11])[F:10])[CH:8]=1.Cl.CN1CCN(CC(O)=O)CC1.Cl.CCOCC. Product: [ClH:29].[F:32][C:2]([F:1])([F:31])[C:3]1[CH:4]=[C:5]([NH:13][NH:14][C:15](=[O:30])[CH:16]([C:23]2[CH:28]=[CH:27][CH:26]=[CH:25][C:24]=2[Cl:29])[N:17]2[CH2:22][CH2:21][NH:20][CH2:19][CH2:18]2)[CH:6]=[C:7]([C:9]([F:10])([F:12])[F:11])[CH:8]=1. The catalyst class is: 2. (10) Reactant: [Cl:1][C:2]1[CH:3]=[CH:4][C:5]2[N:6]([C:8]([CH3:21])=[C:9]([C:11]3[CH:16]=[CH:15][C:14]([CH3:17])=[C:13]([N+:18]([O-])=O)[CH:12]=3)[N:10]=2)[N:7]=1.CC(O)=O. Product: [Cl:1][C:2]1[CH:3]=[CH:4][C:5]2[N:6]([C:8]([CH3:21])=[C:9]([C:11]3[CH:16]=[CH:15][C:14]([CH3:17])=[C:13]([CH:12]=3)[NH2:18])[N:10]=2)[N:7]=1. The catalyst class is: 190.